Dataset: Full USPTO retrosynthesis dataset with 1.9M reactions from patents (1976-2016). Task: Predict the reactants needed to synthesize the given product. Given the product [C:1]([O:5][C:6](=[O:7])[N:8]([C@H:9]1[CH2:14][CH2:13][C@H:12]([C:15]#[C:16][CH2:17][N:28]([CH2:27][CH:24]=[CH2:25])[CH3:29])[CH2:11][CH2:10]1)[CH3:23])([CH3:4])([CH3:3])[CH3:2], predict the reactants needed to synthesize it. The reactants are: [C:1]([O:5][C:6]([N:8]([CH3:23])[C@H:9]1[CH2:14][CH2:13][C@H:12]([C:15]#[C:16][CH2:17]OS(C)(=O)=O)[CH2:11][CH2:10]1)=[O:7])([CH3:4])([CH3:3])[CH3:2].[CH2:24]([CH2:27][NH2:28])[CH:25]=C.[CH3:29]C(N(C)C)=O.